Dataset: Catalyst prediction with 721,799 reactions and 888 catalyst types from USPTO. Task: Predict which catalyst facilitates the given reaction. (1) Reactant: [CH:1](=O)[CH2:2][CH2:3][CH2:4][CH:5]=O.[C:8]([NH:11][NH2:12])(=[O:10])[CH3:9].[H][H]. Product: [C:8]([NH:11][N:12]1[CH2:1][CH2:2][CH2:3][CH2:4][CH2:5]1)(=[O:10])[CH3:9]. The catalyst class is: 29. (2) Reactant: [N+:1]([C:4]1[N:5]=[C:6]2[N:11]([CH:12]=1)[CH2:10][CH2:9][C@@H:8]([CH2:13][O:14][C:15]1[CH:20]=[CH:19][C:18]([N:21]3[CH2:26][CH2:25][CH:24]([NH:27][C:28]4[CH:33]=[CH:32][C:31]([O:34][CH2:35][C:36]5[CH:41]=[CH:40][C:39]([O:42][C:43]([F:46])([F:45])[F:44])=[CH:38][CH:37]=5)=[CH:30][CH:29]=4)[CH2:23][CH2:22]3)=[CH:17][CH:16]=1)[O:7]2)([O-:3])=[O:2].C=O.[C:49](O[BH-](OC(=O)C)OC(=O)C)(=O)C.[Na+].C(=O)([O-])O.[Na+]. Product: [CH3:49][N:27]([CH:24]1[CH2:23][CH2:22][N:21]([C:18]2[CH:17]=[CH:16][C:15]([O:14][CH2:13][C@H:8]3[O:7][C:6]4=[N:5][C:4]([N+:1]([O-:3])=[O:2])=[CH:12][N:11]4[CH2:10][CH2:9]3)=[CH:20][CH:19]=2)[CH2:26][CH2:25]1)[C:28]1[CH:33]=[CH:32][C:31]([O:34][CH2:35][C:36]2[CH:37]=[CH:38][C:39]([O:42][C:43]([F:46])([F:45])[F:44])=[CH:40][CH:41]=2)=[CH:30][CH:29]=1. The catalyst class is: 26. (3) Reactant: Br[C:2]1[CH:7]=[CH:6][C:5]([F:8])=[C:4]([Cl:9])[CH:3]=1.[Mg].II.[C:13]([N:20]1[CH2:24][CH2:23][C:22](=[O:25])[CH2:21]1)([O:15][C:16]([CH3:19])([CH3:18])[CH3:17])=[O:14]. Product: [Cl:9][C:4]1[CH:3]=[C:2]([C:22]2([OH:25])[CH2:23][CH2:24][N:20]([C:13]([O:15][C:16]([CH3:18])([CH3:17])[CH3:19])=[O:14])[CH2:21]2)[CH:7]=[CH:6][C:5]=1[F:8]. The catalyst class is: 7. (4) Reactant: [C:1]1([C:7]([CH:9]2[CH2:11][CH2:10]2)=O)[CH:6]=[CH:5][CH:4]=[CH:3][CH:2]=1.C(O)=O.[CH:15]([NH2:17])=[O:16]. Product: [CH:9]1([CH:7]([C:1]2[CH:6]=[CH:5][CH:4]=[CH:3][CH:2]=2)[NH:17][CH:15]=[O:16])[CH2:11][CH2:10]1. The catalyst class is: 6. (5) Reactant: [Br:1][C:2]1[CH:7]=[CH:6][C:5]([CH2:8][CH2:9][O:10][CH2:11][CH2:12]C(OC(C)(C)C)=O)=[CH:4][CH:3]=1.FC(F)(F)[C:22]([OH:24])=[O:23]. Product: [Br:1][C:2]1[CH:3]=[CH:4][C:5]([CH2:8][CH2:9][O:10][CH:11]([CH3:12])[C:22]([OH:24])=[O:23])=[CH:6][CH:7]=1. The catalyst class is: 4. (6) Reactant: [OH:1][CH2:2][C@H:3]1[N:13]2[C:14]3[N:5]([C:6](=[O:17])[CH2:7][CH:8]([CH3:16])[C:9]=3[CH:10]=[CH:11][C:12]2=[O:15])[CH2:4]1.C(N(CC)CC)C.[CH3:25][S:26](Cl)(=[O:28])=[O:27]. Product: [CH3:25][S:26]([O:1][CH2:2][C@H:3]1[N:13]2[C:14]3[N:5]([C:6](=[O:17])[CH2:7][CH:8]([CH3:16])[C:9]=3[CH:10]=[CH:11][C:12]2=[O:15])[CH2:4]1)(=[O:28])=[O:27]. The catalyst class is: 4. (7) Reactant: [CH2:1]([NH:5][C:6]1[N:14]=[C:13]2[C:9]([N:10]=[C:11]([O:23]C)[N:12]2[CH2:15][CH2:16][CH:17]2[CH2:22][CH2:21][CH2:20][O:19][CH2:18]2)=[C:8]([NH2:25])[N:7]=1)[CH2:2][CH2:3][CH3:4].Cl. Product: [NH2:25][C:8]1[N:7]=[C:6]([NH:5][CH2:1][CH2:2][CH2:3][CH3:4])[N:14]=[C:13]2[C:9]=1[NH:10][C:11](=[O:23])[N:12]2[CH2:15][CH2:16][CH:17]1[CH2:22][CH2:21][CH2:20][O:19][CH2:18]1. The catalyst class is: 71. (8) Reactant: [Br:1]Br.[C:3]([C:6]1[CH:13]=[CH:12][C:9]([CH:10]=[O:11])=[CH:8][CH:7]=1)(=[O:5])[CH3:4]. Product: [Br:1][CH2:4][C:3]([C:6]1[CH:13]=[CH:12][C:9]([CH:10]=[O:11])=[CH:8][CH:7]=1)=[O:5]. The catalyst class is: 22. (9) The catalyst class is: 2. Reactant: [F:1][C:2]([F:15])([F:14])[S:3]([O:6]S(C(F)(F)F)(=O)=O)(=[O:5])=[O:4].O[C:17]1[CH:18]=[N:19][C:20]2[C:25]([CH:26]=1)=[CH:24][CH:23]=[CH:22][C:21]=2[C:27]([O:29][CH3:30])=[O:28].C([O-])(O)=O.[Na+]. Product: [F:1][C:2]([F:15])([F:14])[S:3]([O:6][C:17]1[CH:18]=[N:19][C:20]2[C:25]([CH:26]=1)=[CH:24][CH:23]=[CH:22][C:21]=2[C:27]([O:29][CH3:30])=[O:28])(=[O:5])=[O:4].